Predict the reactants needed to synthesize the given product. From a dataset of Full USPTO retrosynthesis dataset with 1.9M reactions from patents (1976-2016). (1) Given the product [F:21][C:22]1[CH:27]=[C:26]([CH:25]=[CH:24][CH:23]=1)[CH2:10][C:11]1[O:15][N:14]=[C:13]([C:16]([O:18][CH2:19][CH3:20])=[O:17])[CH:12]=1, predict the reactants needed to synthesize it. The reactants are: C(OP(O[CH2:10][C:11]1[O:15][N:14]=[C:13]([C:16]([O:18][CH2:19][CH3:20])=[O:17])[CH:12]=1)(OCC)=O)C.[F:21][C:22]1[CH:23]=[C:24](B(O)O)[CH:25]=[CH:26][CH:27]=1.C(=O)([O-])[O-].[K+].[K+].C1(P(C2C=CC=CC=2)C2C=CC=CC=2)C=CC=CC=1. (2) Given the product [N:16]1([CH2:15][CH2:14][O:1][C:2]2[CH:3]=[C:4]3[C:9](=[CH:10][CH:11]=2)[C:7](=[O:8])[O:6][CH2:5]3)[CH2:21][CH2:20][O:19][CH2:18][CH2:17]1, predict the reactants needed to synthesize it. The reactants are: [OH:1][C:2]1[CH:3]=[C:4]2[C:9](=[CH:10][CH:11]=1)[C:7](=[O:8])[O:6][CH2:5]2.Cl.Cl[CH2:14][CH2:15][N:16]1[CH2:21][CH2:20][O:19][CH2:18][CH2:17]1.C(=O)([O-])[O-].[K+].[K+].[I-].[Na+]. (3) Given the product [OH:35][C@H:34]1[C@H:30]2[O:29][CH2:28][C@@H:27]([O:26][C:24]3[N:23]([CH2:36][O:37][CH2:38][CH2:39][Si:40]([CH3:43])([CH3:41])[CH3:42])[C:5]4=[N:6][C:7]([C:8]5[CH:13]=[CH:12][C:11]([C:45]6[CH:46]=[CH:47][C:48]([NH:51][S:52]([CH3:57])(=[N:54][CH2:55][CH3:56])=[O:53])=[CH:49][CH:50]=6)=[CH:10][CH:9]=5)=[C:2]([Cl:1])[CH:3]=[C:4]4[N:25]=3)[C@H:31]2[O:32][CH2:33]1, predict the reactants needed to synthesize it. The reactants are: [Cl:1][C:2]1[CH:3]=[C:4]2[N:25]=[C:24]([O:26][C@H:27]3[C@H:31]4[O:32][CH2:33][C@@H:34]([OH:35])[C@H:30]4[O:29][CH2:28]3)[N:23]([CH2:36][O:37][CH2:38][CH2:39][Si:40]([CH3:43])([CH3:42])[CH3:41])[C:5]2=[N:6][C:7]=1[C:8]1[CH:13]=[CH:12][C:11](B2OC(C)(C)C(C)(C)O2)=[CH:10][CH:9]=1.Br[C:45]1[CH:50]=[CH:49][C:48]([NH:51][S:52]([CH3:57])(=[N:54][CH2:55][CH3:56])=[O:53])=[CH:47][CH:46]=1. (4) Given the product [O:15]1[C:2]2([CH2:7][CH2:6][CH:5]([C:8]([O:10][CH2:11][CH3:12])=[O:9])[CH2:4][CH2:3]2)[O:1][CH2:13][CH2:14]1, predict the reactants needed to synthesize it. The reactants are: [O:1]=[C:2]1[CH2:7][CH2:6][CH:5]([C:8]([O:10][CH2:11][CH3:12])=[O:9])[CH2:4][CH2:3]1.[CH2:13](O)[CH2:14][OH:15].